This data is from Catalyst prediction with 721,799 reactions and 888 catalyst types from USPTO. The task is: Predict which catalyst facilitates the given reaction. (1) Reactant: [CH3:1][C:2]1([CH3:9])[CH2:7][CH2:6][C:5](=[O:8])[CH:4]=[CH:3]1.[H][H]. Product: [CH3:1][C:2]1([CH3:9])[CH2:7][CH2:6][C:5](=[O:8])[CH2:4][CH2:3]1. The catalyst class is: 29. (2) Reactant: [F:1][C:2]([F:22])([CH3:21])[CH2:3][O:4][C:5]1[CH:20]=[CH:19][C:8]([CH2:9][CH2:10][NH:11]C(=O)OC(C)(C)C)=[CH:7][CH:6]=1.C(O)(C(F)(F)F)=O. Product: [F:1][C:2]([F:22])([CH3:21])[CH2:3][O:4][C:5]1[CH:20]=[CH:19][C:8]([CH2:9][CH2:10][NH2:11])=[CH:7][CH:6]=1. The catalyst class is: 2. (3) The catalyst class is: 545. Product: [Cl:49][C:44]1[CH:43]=[C:42]([CH:47]=[CH:46][C:45]=1[Cl:48])[CH2:41][N:32]1[CH2:31][C:21]2([N:20]([C:17]3[CH:16]=[CH:15][C:14]([O:13][CH3:12])=[CH:19][CH:18]=3)[C:29](=[O:30])[C:28]3[C:23](=[CH:24][CH:25]=[CH:26][CH:27]=3)[NH:22]2)[CH2:33]1. Reactant: S(C1C=CC(C)=CC=1)([O-])(=O)=O.[CH3:12][O:13][C:14]1[CH:19]=[CH:18][C:17]([N:20]2[C:29](=[O:30])[C:28]3[C:23](=[CH:24][CH:25]=[CH:26][CH:27]=3)[NH:22][C:21]32[CH2:33][NH:32][CH2:31]3)=[CH:16][CH:15]=1.C(=O)([O-])[O-].[Cs+].[Cs+].Br[CH2:41][C:42]1[CH:47]=[CH:46][C:45]([Cl:48])=[C:44]([Cl:49])[CH:43]=1.C([O-])(O)=O.[Na+]. (4) Reactant: Cl[C:2]1[C:11]2[C:6](=[CH:7][CH:8]=[CH:9][CH:10]=2)[N:5]=[CH:4][C:3]=1[N+:12]([O-:14])=[O:13].[CH2:15](N)[CH:16]([CH3:18])[CH3:17].C(N(CC)CC)C. Product: [CH2:15]([C:2]1[C:11]2[C:6](=[CH:7][CH:8]=[CH:9][CH:10]=2)[N:5]=[CH:4][C:3]=1[N+:12]([O-:14])=[O:13])[CH:16]([CH3:18])[CH3:17]. The catalyst class is: 11.